From a dataset of Catalyst prediction with 721,799 reactions and 888 catalyst types from USPTO. Predict which catalyst facilitates the given reaction. Reactant: [Br:1][C:2]1[CH:3]=[C:4]2[C:9](=[CH:10][CH:11]=1)[N:8]=[C:7]([CH2:12][CH3:13])[C:6]([CH2:14][C:15]1[CH:20]=[CH:19][C:18]([C:21]([F:24])([F:23])[F:22])=[CH:17][CH:16]=1)=[C:5]2O.P(Cl)(Cl)([Cl:28])=O. Product: [Br:1][C:2]1[CH:3]=[C:4]2[C:9](=[CH:10][CH:11]=1)[N:8]=[C:7]([CH2:12][CH3:13])[C:6]([CH2:14][C:15]1[CH:20]=[CH:19][C:18]([C:21]([F:24])([F:23])[F:22])=[CH:17][CH:16]=1)=[C:5]2[Cl:28]. The catalyst class is: 10.